Dataset: Peptide-MHC class II binding affinity with 134,281 pairs from IEDB. Task: Regression. Given a peptide amino acid sequence and an MHC pseudo amino acid sequence, predict their binding affinity value. This is MHC class II binding data. (1) The peptide sequence is DKRLAAYLMLMRSPS. The MHC is DRB1_0802 with pseudo-sequence DRB1_0802. The binding affinity (normalized) is 0.805. (2) The peptide sequence is RLAVMGDVAWDFSSA. The MHC is DRB1_0301 with pseudo-sequence DRB1_0301. The binding affinity (normalized) is 0.608.